This data is from Peptide-MHC class I binding affinity with 185,985 pairs from IEDB/IMGT. The task is: Regression. Given a peptide amino acid sequence and an MHC pseudo amino acid sequence, predict their binding affinity value. This is MHC class I binding data. (1) The peptide sequence is SITPRTLV. The MHC is H-2-Db with pseudo-sequence H-2-Db. The binding affinity (normalized) is 0. (2) The peptide sequence is KSLFNTIATLY. The MHC is HLA-A26:01 with pseudo-sequence HLA-A26:01. The binding affinity (normalized) is 0.0847. (3) The peptide sequence is AADLTQIFEV. The MHC is HLA-A02:01 with pseudo-sequence HLA-A02:01. The binding affinity (normalized) is 0.741. (4) The peptide sequence is FNAPALQEAY. The MHC is HLA-A29:02 with pseudo-sequence HLA-A29:02. The binding affinity (normalized) is 0.699.